Dataset: Reaction yield outcomes from USPTO patents with 853,638 reactions. Task: Predict the reaction yield, written as a fraction of the theoretical maximum amount of product (1.0 means a 100% yield; for example, 0.34 means a 34% yield). (1) The reactants are [CH:1]1[C:11]2[CH2:10][CH2:9][C:8]3[CH:12]=[CH:13][CH:14]=[CH:15][C:7]=3[C:6](=[CH:16][C:17]3[CH:22]=[CH:21][CH:20]=[CH:19][C:18]=3[NH2:23])[C:5]=2[CH:4]=[CH:3][CH:2]=1.[C:24](Cl)(=[O:26])[CH3:25]. No catalyst specified. The product is [CH:1]1[C:11]2[CH2:10][CH2:9][C:8]3[CH:12]=[CH:13][CH:14]=[CH:15][C:7]=3[C:6](=[CH:16][C:17]3[CH:22]=[CH:21][CH:20]=[CH:19][C:18]=3[NH:23][C:24](=[O:26])[CH3:25])[C:5]=2[CH:4]=[CH:3][CH:2]=1. The yield is 0.700. (2) The reactants are Cl.Cl.[CH3:3][C@H:4]1[C:12]2[C:11]([N:13]3[CH2:18][CH2:17][NH:16][CH2:15][CH2:14]3)=[N:10][CH:9]=[N:8][C:7]=2[C@H:6]([OH:19])[CH2:5]1.[C:20]([O:24][C:25]([NH:27][CH2:28][C@H:29]([C:33]1[CH:38]=[CH:37][C:36]([Cl:39])=[CH:35][CH:34]=1)[C:30](O)=[O:31])=[O:26])([CH3:23])([CH3:22])[CH3:21].C(N(C(C)C)CC)(C)C.CN(C(ON1N=NC2C=CC=CC1=2)=[N+](C)C)C.F[P-](F)(F)(F)(F)F. The catalyst is C(Cl)Cl. The product is [Cl:39][C:36]1[CH:37]=[CH:38][C:33]([C@H:29]([C:30]([N:16]2[CH2:15][CH2:14][N:13]([C:11]3[C:12]4[C@H:4]([CH3:3])[CH2:5][C@@H:6]([OH:19])[C:7]=4[N:8]=[CH:9][N:10]=3)[CH2:18][CH2:17]2)=[O:31])[CH2:28][NH:27][C:25](=[O:26])[O:24][C:20]([CH3:23])([CH3:21])[CH3:22])=[CH:34][CH:35]=1. The yield is 0.780. (3) The reactants are C1(P(C2CCCCC2)C2C=CC=CC=2C2C(OC)=CC=CC=2OC)CCCCC1.P([O-])([O-])([O-])=O.[K+].[K+].[K+].[CH3:38][O:39][C:40](=[O:49])[CH2:41][C:42]1[CH:43]=[N:44][CH:45]=[C:46](Br)[CH:47]=1.[CH2:50]([C:52]([C:71]1[CH:76]=[CH:75][C:74](/[CH:77]=[CH:78]/[C:79]([C:85]([F:88])([F:87])[F:86])([OH:84])[C:80]([F:83])([F:82])[F:81])=[C:73]([CH3:89])[CH:72]=1)([C:55]1[CH:60]=[CH:59][C:58](B2OC(C)(C)C(C)(C)O2)=[C:57]([CH3:70])[CH:56]=1)[CH2:53][CH3:54])[CH3:51]. The catalyst is O.C1(C)C=CC=CC=1.C([O-])(=O)C.[Pd+2].C([O-])(=O)C. The product is [CH3:38][O:39][C:40](=[O:49])[CH2:41][C:42]1[CH:43]=[N:44][CH:45]=[C:46]([C:58]2[CH:59]=[CH:60][C:55]([C:52]([CH2:53][CH3:54])([C:71]3[CH:76]=[CH:75][C:74](/[CH:77]=[CH:78]/[C:79]([OH:84])([C:85]([F:87])([F:88])[F:86])[C:80]([F:83])([F:82])[F:81])=[C:73]([CH3:89])[CH:72]=3)[CH2:50][CH3:51])=[CH:56][C:57]=2[CH3:70])[CH:47]=1. The yield is 0.170. (4) The reactants are [OH:1][CH2:2][C:3]1[CH2:4][C@H:5]([OH:21])[C@H:6]2[CH2:15][CH2:14][CH:13]3[C@:8]([CH3:18])([CH2:9][CH2:10][CH2:11][C:12]3([CH3:17])[CH3:16])[C@H:7]2[CH2:19][CH:20]=1.CC(OI1(OC(C)=O)(OC(C)=O)OC(=O)C2C=CC=CC1=2)=O. The catalyst is C(Cl)Cl. The product is [CH3:16][C:12]1([CH3:17])[CH2:11][CH2:10][CH2:9][C@@:8]2([CH3:18])[CH:13]1[CH2:14][CH2:15][C@@H:6]1[C:5](=[O:21])[CH2:4][C:3]([CH:2]=[O:1])=[CH:20][CH2:19][C@@H:7]12. The yield is 0.650. (5) The reactants are [O:1]1[C:5]2([CH2:10][CH2:9][C:8]([C:11]3[C:19]4[C:14](=[CH:15][CH:16]=[CH:17][CH:18]=4)[NH:13][CH:12]=3)=[CH:7][CH2:6]2)[O:4][CH2:3][CH2:2]1.N1C2C(=CC=CC=2)C=C1.[CH3:29][O:30]C1NC2C(C=1)=CC=CC=2. No catalyst specified. The product is [O:4]1[C:5]2([CH2:10][CH2:9][C:8]([C:11]3[C:19]4[C:14](=[CH:15][CH:16]=[C:17]([O:30][CH3:29])[CH:18]=4)[NH:13][CH:12]=3)=[CH:7][CH2:6]2)[O:1][CH2:2][CH2:3]1. The yield is 0.820. (6) The reactants are [CH3:1][CH:2]([CH2:4][CH2:5][CH2:6][C@H:7]([C@@H:9]1[C@:27]2([CH3:28])[C@H:12]([C@H:13]3[C@H:24]([CH2:25][CH2:26]2)[C@:22]2([CH3:23])[C:16]([CH2:17][C@H:18]([CH2:20][CH2:21]2)[OH:19])=[CH:15][CH2:14]3)[CH2:11][CH2:10]1)[CH3:8])[CH3:3].[Br:29][CH2:30][C:31](O)=[O:32].CC(N=C=NC(C)C)C. The catalyst is ClCCl.CN(C)C1C=CN=CC=1.CCCCCC.CCOC(C)=O. The product is [Br:29][CH2:30][C:31]([CH2:3][CH:2]([CH2:4][CH2:5][CH2:6][C@H:7]([C@@H:9]1[C@:27]2([CH3:28])[C@H:12]([C@H:13]3[C@H:24]([CH2:25][CH2:26]2)[C@:22]2([CH3:23])[C:16]([CH2:17][C@H:18]([CH2:20][CH2:21]2)[OH:19])=[CH:15][CH2:14]3)[CH2:11][CH2:10]1)[CH3:8])[CH3:1])=[O:32]. The yield is 0.730. (7) The reactants are Br[C:2]1[CH:11]=[C:10]([CH3:12])[CH:9]=[CH:8][C:3]=1[C:4]([O:6][CH3:7])=[O:5].[K+].[CH:14]([B-](F)(F)F)=[CH2:15]. The catalyst is C(O)CC.C1C=CC(P(C2C=CC=CC=2)[C-]2C=CC=C2)=CC=1.C1C=CC(P(C2C=CC=CC=2)[C-]2C=CC=C2)=CC=1.Cl[Pd]Cl.[Fe+2]. The product is [CH:14]([C:2]1[CH:11]=[C:10]([CH3:12])[CH:9]=[CH:8][C:3]=1[C:4]([O:6][CH3:7])=[O:5])=[CH2:15]. The yield is 0.600.